Task: Regression. Given two drug SMILES strings and cell line genomic features, predict the synergy score measuring deviation from expected non-interaction effect.. Dataset: NCI-60 drug combinations with 297,098 pairs across 59 cell lines (1) Drug 1: CC1=C2C(C(=O)C3(C(CC4C(C3C(C(C2(C)C)(CC1OC(=O)C(C(C5=CC=CC=C5)NC(=O)OC(C)(C)C)O)O)OC(=O)C6=CC=CC=C6)(CO4)OC(=O)C)OC)C)OC. Drug 2: CN1C2=C(C=C(C=C2)N(CCCl)CCCl)N=C1CCCC(=O)O.Cl. Cell line: T-47D. Synergy scores: CSS=46.4, Synergy_ZIP=6.11, Synergy_Bliss=6.04, Synergy_Loewe=0.968, Synergy_HSA=9.04. (2) Drug 1: C(=O)(N)NO. Drug 2: C1=NC2=C(N1)C(=S)N=CN2. Cell line: A549. Synergy scores: CSS=10.9, Synergy_ZIP=-5.92, Synergy_Bliss=0.165, Synergy_Loewe=-17.8, Synergy_HSA=-1.66.